This data is from Forward reaction prediction with 1.9M reactions from USPTO patents (1976-2016). The task is: Predict the product of the given reaction. (1) Given the reactants [OH-].[Li+].[CH:3]1([C:8]2[N:13]=[CH:12][C:11]([NH:14][C:15]3[N:25]=[CH:24][C:23]([F:26])=[CH:22][C:16]=3[C:17]([O:19]CC)=[O:18])=[CH:10][CH:9]=2)[CH2:7][CH2:6][CH2:5][CH2:4]1, predict the reaction product. The product is: [CH:3]1([C:8]2[N:13]=[CH:12][C:11]([NH:14][C:15]3[N:25]=[CH:24][C:23]([F:26])=[CH:22][C:16]=3[C:17]([OH:19])=[O:18])=[CH:10][CH:9]=2)[CH2:4][CH2:5][CH2:6][CH2:7]1. (2) Given the reactants C([N:8]1[CH2:13][CH2:12][P:11](=[O:15])([CH3:14])[CH2:10][CH2:9]1)C1C=CC=CC=1.[ClH:16], predict the reaction product. The product is: [ClH:16].[CH3:14][P:11]1(=[O:15])[CH2:12][CH2:13][NH:8][CH2:9][CH2:10]1. (3) Given the reactants [CH2:1]([O:3][C:4]([C:6]1[CH:7]=[N:8][NH:9][CH:10]=1)=[O:5])[CH3:2].[C:11]1([C@H:17](O)[CH3:18])[CH:16]=[CH:15][CH:14]=[CH:13][CH:12]=1.C1(P(C2C=CC=CC=2)C2C=CC=CC=2)C=CC=CC=1.N(C(OC(C)C)=O)=NC(OC(C)C)=O, predict the reaction product. The product is: [CH2:1]([O:3][C:4]([C:6]1[CH:7]=[N:8][N:9]([C@H:17]([C:11]2[CH:16]=[CH:15][CH:14]=[CH:13][CH:12]=2)[CH3:18])[CH:10]=1)=[O:5])[CH3:2]. (4) Given the reactants [OH-].[K+].C(O)C.[Cl:6][C:7]1[CH:12]=[CH:11][CH:10]=[C:9]([Cl:13])[C:8]=1[OH:14].[Cl:15][C:16]1[N:21]=[C:20]([Cl:22])[CH:19]=[C:18](Cl)[N:17]=1, predict the reaction product. The product is: [Cl:15][C:16]1[NH:21][C:20]([Cl:22])([O:14][C:8]2[C:7]([Cl:6])=[CH:12][CH:11]=[CH:10][C:9]=2[Cl:13])[CH:19]=[CH:18][N:17]=1. (5) Given the reactants [CH3:1][N:2]1[C:6]([C:7]2[CH:8]=[C:9]3[C:14](=[C:15]([O:17]COCC[Si](C)(C)C)[CH:16]=2)[N:13]=[CH:12][N:11](COCC[Si](C)(C)C)[C:10]3=[O:34])=[CH:5][N:4]=[C:3]1[CH3:35], predict the reaction product. The product is: [CH3:1][N:2]1[C:6]([C:7]2[CH:8]=[C:9]3[C:14](=[C:15]([OH:17])[CH:16]=2)[N:13]=[CH:12][NH:11][C:10]3=[O:34])=[CH:5][N:4]=[C:3]1[CH3:35]. (6) Given the reactants [F:1][C:2]1[CH:3]=[CH:4][C:5]([N+:16]([O-])=O)=[C:6]([NH:8][C:9]2[CH:14]=[CH:13][C:12]([F:15])=[CH:11][CH:10]=2)[CH:7]=1, predict the reaction product. The product is: [F:1][C:2]1[CH:7]=[C:6]([NH:8][C:9]2[CH:14]=[CH:13][C:12]([F:15])=[CH:11][CH:10]=2)[C:5]([NH2:16])=[CH:4][CH:3]=1. (7) Given the reactants [CH3:1][O:2][C:3](=[O:14])[C:4]1[C:5](=[CH:7][CH:8]=[C:9]([C:11](=[O:13])[CH3:12])[CH:10]=1)[OH:6].[CH2:15](Br)[C:16]1[CH:21]=[CH:20][CH:19]=[CH:18][CH:17]=1.C(=O)([O-])[O-].[K+].[K+], predict the reaction product. The product is: [CH3:1][O:2][C:3](=[O:14])[C:4]1[CH:10]=[C:9]([C:11](=[O:13])[CH3:12])[CH:8]=[CH:7][C:5]=1[O:6][CH2:15][C:16]1[CH:21]=[CH:20][CH:19]=[CH:18][CH:17]=1.